Dataset: Peptide-MHC class I binding affinity with 185,985 pairs from IEDB/IMGT. Task: Regression. Given a peptide amino acid sequence and an MHC pseudo amino acid sequence, predict their binding affinity value. This is MHC class I binding data. (1) The peptide sequence is SCYPRYPGVR. The MHC is HLA-A11:01 with pseudo-sequence HLA-A11:01. The binding affinity (normalized) is 0. (2) The peptide sequence is RIGGVLIFR. The MHC is HLA-B15:01 with pseudo-sequence HLA-B15:01. The binding affinity (normalized) is 0.0847.